Dataset: Full USPTO retrosynthesis dataset with 1.9M reactions from patents (1976-2016). Task: Predict the reactants needed to synthesize the given product. (1) Given the product [C:18]1([C:21]2[CH:22]=[CH:23][CH:24]=[CH:25][CH:26]=2)[CH:17]=[CH:16][C:15]([CH2:14][C@H:12]2[N:11](/[CH:27]=[CH:28]/[C:29]3[CH:30]=[CH:31][CH:32]=[CH:33][CH:34]=3)[C:10](=[O:35])[C:9](=[CH2:1])[CH2:13]2)=[CH:20][CH:19]=1, predict the reactants needed to synthesize it. The reactants are: [C:1]([C@@H:9]1[CH2:13][CH:12]([CH2:14][C:15]2[CH:20]=[CH:19][C:18]([C:21]3[CH:26]=[CH:25][CH:24]=[CH:23][CH:22]=3)=[CH:17][CH:16]=2)[N:11](/[CH:27]=[CH:28]/[C:29]2[CH:34]=[CH:33][CH:32]=[CH:31][CH:30]=2)[C:10]1=[O:35])(=O)C1C=CC=CC=1.CC(C)([O-])C.[K+].C=O.O. (2) Given the product [C:37]([O:27][NH:26][C:25]([C:22]1[CH:21]=[CH:20][C:19]([NH:18][C:16](=[O:17])[CH2:15][CH2:14][CH2:13][C:12]([NH:11][C:8]2[CH:7]=[CH:6][C:5]([C:3](=[NH:4])[NH:2][O:1][C:45](=[O:46])[CH3:44])=[CH:10][CH:9]=2)=[O:29])=[CH:24][CH:23]=1)=[NH:28])(=[O:39])[CH3:38], predict the reactants needed to synthesize it. The reactants are: [OH:1][NH:2][C:3]([C:5]1[CH:10]=[CH:9][C:8]([NH:11][C:12](=[O:29])[CH2:13][CH2:14][CH2:15][C:16]([NH:18][C:19]2[CH:24]=[CH:23][C:22]([C:25](=[NH:28])[NH:26][OH:27])=[CH:21][CH:20]=2)=[O:17])=[CH:7][CH:6]=1)=[NH:4].C(N(CC)CC)C.[C:37](OC(=O)C)(=[O:39])[CH3:38].[CH3:44][C:45](C)=[O:46].CN(C=O)C. (3) Given the product [CH3:17][C:14]1[S:13][C:12]([NH:11][S:8]([C:5]2[CH:6]=[CH:7][C:2]([NH:1][C:18](=[O:19])[CH3:20])=[CH:3][CH:4]=2)(=[O:10])=[O:9])=[N:16][N:15]=1, predict the reactants needed to synthesize it. The reactants are: [NH2:1][C:2]1[CH:7]=[CH:6][C:5]([S:8]([NH:11][C:12]2[S:13][C:14]([CH3:17])=[N:15][N:16]=2)(=[O:10])=[O:9])=[CH:4][CH:3]=1.[C:18](Cl)([CH3:20])=[O:19]. (4) Given the product [NH:22]1[C:30]2[C:25](=[C:26]([C:10]3[N:11]=[C:12]([N:13]4[CH2:18][CH2:17][O:16][CH2:15][CH2:14]4)[C:7]4[O:6][C:5]5[N:20]=[CH:21][C:2]([C:40]6[CH:39]=[CH:28][CH:29]=[C:30]7[C:25]=6[CH:24]=[CH:23][NH:22]7)=[CH:3][C:4]=5[C:8]=4[N:9]=3)[CH:27]=[CH:28][CH:29]=2)[CH:24]=[CH:23]1, predict the reactants needed to synthesize it. The reactants are: Br[C:2]1[CH:21]=[N:20][C:5]2[O:6][C:7]3[C:12]([N:13]4[CH2:18][CH2:17][O:16][CH2:15][CH2:14]4)=[N:11][C:10](Cl)=[N:9][C:8]=3[C:4]=2[CH:3]=1.[NH:22]1[C:30]2[CH:29]=[CH:28][CH:27]=[C:26](B(O)O)[C:25]=2[CH:24]=[CH:23]1.C(=O)([O-])O.[Na+].[CH2:39](O)[CH3:40]. (5) Given the product [NH2:11][C:9]1[N:8]=[CH:7][N:6]=[C:5]2[N:4]([C@@H:23]3[CH2:22][CH2:21][CH2:20][N:19]([C:17]([O:16][C:12]([CH3:15])([CH3:14])[CH3:13])=[O:18])[CH2:24]3)[N:3]=[C:2]([I:1])[C:10]=12, predict the reactants needed to synthesize it. The reactants are: [I:1][C:2]1[C:10]2[C:5](=[N:6][CH:7]=[N:8][C:9]=2[NH2:11])[NH:4][N:3]=1.[C:12]([O:16][C:17]([N:19]1[CH2:24][CH2:23][CH2:22][C@H:21](O)[CH2:20]1)=[O:18])([CH3:15])([CH3:14])[CH3:13].C1(P(C2C=CC=CC=2)C2C=CC=CC=2)C=CC=CC=1.N(C(OC(C)C)=O)=NC(OC(C)C)=O. (6) Given the product [Cl:10][C:6]1[C:3]([CH:4]=[O:5])=[C:2]([N:12]2[CH2:13][CH2:14][C:15]3[N:23]4[C:18]([CH2:19][CH2:20][CH2:21][CH2:22]4)=[CH:17][C:16]=3[C:11]2=[O:24])[N:9]=[CH:8][CH:7]=1, predict the reactants needed to synthesize it. The reactants are: Br[C:2]1[N:9]=[CH:8][CH:7]=[C:6]([Cl:10])[C:3]=1[CH:4]=[O:5].[C:11]1(=[O:24])[C:16]2[CH:17]=[C:18]3[N:23]([C:15]=2[CH2:14][CH2:13][NH:12]1)[CH2:22][CH2:21][CH2:20][CH2:19]3.CC1(C)C2C(=C(P(C3C=CC=CC=3)C3C=CC=CC=3)C=CC=2)OC2C(P(C3C=CC=CC=3)C3C=CC=CC=3)=CC=CC1=2.C(=O)([O-])[O-].[K+].[K+]. (7) The reactants are: C[N:2](C)[C:3](=[N:5][C:6](=O)[C:7]1[CH:12]=[C:11]([CH2:13][CH3:14])[C:10]([O:15][CH3:16])=[N:9][C:8]=1[CH3:17])[CH3:4].[CH3:20][NH:21]N. Given the product [CH3:20][N:21]1[C:6]([C:7]2[C:8]([CH3:17])=[N:9][C:10]([O:15][CH3:16])=[C:11]([CH2:13][CH3:14])[CH:12]=2)=[N:5][C:3]([CH3:4])=[N:2]1, predict the reactants needed to synthesize it. (8) Given the product [CH:12]([S:1][CH2:2][C:3]([NH2:5])=[O:4])([C:6]1[CH:11]=[CH:10][CH:9]=[CH:8][CH:7]=1)[C:14]1[CH:19]=[CH:18][CH:17]=[CH:16][CH:15]=1, predict the reactants needed to synthesize it. The reactants are: [SH:1][CH2:2][C:3]([NH2:5])=[O:4].[C:6]1([CH:12]([C:14]2[CH:19]=[CH:18][CH:17]=[CH:16][CH:15]=2)O)[CH:11]=[CH:10][CH:9]=[CH:8][CH:7]=1.C(O)(C(F)(F)F)=O. (9) Given the product [Br:25][C:26]1[CH:31]=[C:30]([NH:1][C@@H:2]2[CH2:7][CH2:6][CH2:5][CH2:4][C@@H:3]2[NH:8][C:9](=[O:15])[O:10][C:11]([CH3:12])([CH3:14])[CH3:13])[CH:29]=[N:28][C:27]=1[C:33]#[N:34], predict the reactants needed to synthesize it. The reactants are: [NH2:1][C@@H:2]1[CH2:7][CH2:6][CH2:5][CH2:4][C@@H:3]1[NH:8][C:9](=[O:15])[O:10][C:11]([CH3:14])([CH3:13])[CH3:12].CCN(C(C)C)C(C)C.[Br:25][C:26]1[C:27]([C:33]#[N:34])=[N:28][CH:29]=[C:30](F)[CH:31]=1.Cl.